This data is from Forward reaction prediction with 1.9M reactions from USPTO patents (1976-2016). The task is: Predict the product of the given reaction. Given the reactants [Cl:1][C:2]1[CH:10]=[C:9]2[C:5]([C:6]([CH2:18][C:19]3[CH:24]=[CH:23][CH:22]=[C:21]([Cl:25])[CH:20]=3)([CH:12]3[CH2:17][CH2:16][CH2:15][NH:14][CH2:13]3)[C:7](=[O:11])[NH:8]2)=[CH:4][CH:3]=1.C(N(CC)CC)C.[N:33]1([C:39](=[O:50])[CH2:40][N:41]2[CH2:46][CH2:45][N:44]([C:47](Cl)=[O:48])[CH2:43][CH2:42]2)[CH2:38][CH2:37][O:36][CH2:35][CH2:34]1, predict the reaction product. The product is: [Cl:1][C:2]1[CH:10]=[C:9]2[C:5]([C:6]([CH2:18][C:19]3[CH:24]=[CH:23][CH:22]=[C:21]([Cl:25])[CH:20]=3)([CH:12]3[CH2:17][CH2:16][CH2:15][N:14]([C:47]([N:44]4[CH2:43][CH2:42][N:41]([CH2:40][C:39]([N:33]5[CH2:34][CH2:35][O:36][CH2:37][CH2:38]5)=[O:50])[CH2:46][CH2:45]4)=[O:48])[CH2:13]3)[C:7](=[O:11])[NH:8]2)=[CH:4][CH:3]=1.